Dataset: Forward reaction prediction with 1.9M reactions from USPTO patents (1976-2016). Task: Predict the product of the given reaction. The product is: [C:1]([N:4]1[CH2:7][CH2:6][CH:5]1[C:8]1[CH:13]=[CH:12][C:11]([C:14]2[CH:15]=[C:16]3[C:20](=[CH:21][C:22]=2[Cl:23])[NH:19][CH:18]=[C:17]3[C:24]([OH:26])=[O:25])=[CH:10][CH:9]=1)(=[O:3])[CH3:2]. Given the reactants [C:1]([N:4]1[CH2:7][CH2:6][CH:5]1[C:8]1[CH:13]=[CH:12][C:11]([C:14]2[CH:15]=[C:16]3[C:20](=[CH:21][C:22]=2[Cl:23])[NH:19][CH:18]=[C:17]3[C:24]([O:26]C)=[O:25])=[CH:10][CH:9]=1)(=[O:3])[CH3:2].[OH-].[Na+], predict the reaction product.